This data is from Full USPTO retrosynthesis dataset with 1.9M reactions from patents (1976-2016). The task is: Predict the reactants needed to synthesize the given product. (1) Given the product [CH2:1]([O:5][C:6]1[CH:7]=[C:8](/[CH:13]=[C:14](\[CH2:20][CH3:21])/[C:15]([O:17][CH2:18][CH3:19])=[O:16])[CH:9]=[CH:10][C:11]=1[C:36]1[CH:35]=[CH:34][CH:33]=[C:32]([N:31]([CH3:47])[C:30]([NH:29][CH2:22][CH2:23][CH2:24][CH2:25][CH2:26][CH2:27][CH3:28])=[O:48])[CH:37]=1)[CH2:2][CH2:3][CH3:4], predict the reactants needed to synthesize it. The reactants are: [CH2:1]([O:5][C:6]1[CH:7]=[C:8](/[CH:13]=[C:14](\[CH2:20][CH3:21])/[C:15]([O:17][CH2:18][CH3:19])=[O:16])[CH:9]=[CH:10][C:11]=1I)[CH2:2][CH2:3][CH3:4].[CH2:22]([NH:29][C:30](=[O:48])[N:31]([CH3:47])[C:32]1[CH:37]=[CH:36][CH:35]=[C:34](B2OC(C)(C)C(C)(C)O2)[CH:33]=1)[CH2:23][CH2:24][CH2:25][CH2:26][CH2:27][CH3:28].P([O-])([O-])([O-])=O.[K+].[K+].[K+].[Cl-].[NH4+]. (2) Given the product [Br:22][CH:1]([C:3]1[N:8]([C:9]2[CH:14]=[CH:13][C:12]([F:15])=[CH:11][CH:10]=2)[C:7](=[O:16])[CH:6]=[CH:5][N:4]=1)[CH3:2], predict the reactants needed to synthesize it. The reactants are: [CH2:1]([C:3]1[N:8]([C:9]2[CH:14]=[CH:13][C:12]([F:15])=[CH:11][CH:10]=2)[C:7](=[O:16])[CH:6]=[CH:5][N:4]=1)[CH3:2].C([O-])(=O)C.[Na+].[Br:22]Br.C(=O)([O-])[O-].[K+].[K+].